From a dataset of Experimentally validated miRNA-target interactions with 360,000+ pairs, plus equal number of negative samples. Binary Classification. Given a miRNA mature sequence and a target amino acid sequence, predict their likelihood of interaction. (1) The miRNA is hsa-miR-154-5p with sequence UAGGUUAUCCGUGUUGCCUUCG. The protein sequence of the target gene is MARYEEVSVSGFEEFHRAVEQHNGKTIFAYFTGSKDAGGKSWCPDCVQAEPVVREGLKHISEGCVFIYCQVGEKPYWKDPNNDFRKNLKVTAVPTLLKYGTPQKLVESECLQANLVEMLFSED. Result: 0 (no interaction). (2) The miRNA is hsa-miR-3910 with sequence AAAGGCAUAAAACCAAGACA. The protein sequence of the target gene is MAMVSAMSWVLYLWISACAMLLCHGSLQHTFQQHHLHRPEGGTCEVIAAHRCCNKNRIEERSQTVKCSCLPGKVAGTTRNRPSCVDASIVIGKWWCEMEPCLEGEECKTLPDNSGWMCATGNKIKTTRIHPRT. Result: 0 (no interaction).